This data is from Catalyst prediction with 721,799 reactions and 888 catalyst types from USPTO. The task is: Predict which catalyst facilitates the given reaction. Reactant: C(OC(=O)[NH:10][CH2:11][CH2:12][C:13]1[N:14]([CH3:26])[C:15](=[O:25])[CH:16]=[C:17]([C:19]2[CH:24]=[CH:23][N:22]=[CH:21][N:20]=2)[N:18]=1)C1C=CC=CC=1.Br. Product: [NH2:10][CH2:11][CH2:12][C:13]1[N:14]([CH3:26])[C:15](=[O:25])[CH:16]=[C:17]([C:19]2[CH:24]=[CH:23][N:22]=[CH:21][N:20]=2)[N:18]=1. The catalyst class is: 15.